Dataset: Reaction yield outcomes from USPTO patents with 853,638 reactions. Task: Predict the reaction yield, written as a fraction of the theoretical maximum amount of product (1.0 means a 100% yield; for example, 0.34 means a 34% yield). The reactants are [N+:1]([C:4]1[CH:5]=[C:6]([C:10]#[C:11][C:12]([O:14][C:15]2[CH:20]=[C:19]([CH3:21])[C:18]([Br:22])=[C:17]([CH3:23])[CH:16]=2)=[O:13])[CH:7]=[CH:8][CH:9]=1)([O-:3])=[O:2].C(O)(C(F)(F)F)=O.ClCCCl. The catalyst is C(Cl)Cl.CC([O-])=O.CC([O-])=O.[Pd+2]. The product is [Br:22][C:18]1[C:19]([CH3:21])=[C:20]2[C:15](=[CH:16][C:17]=1[CH3:23])[O:14][C:12](=[O:13])[CH:11]=[C:10]2[C:6]1[CH:7]=[CH:8][CH:9]=[C:4]([N+:1]([O-:3])=[O:2])[CH:5]=1. The yield is 0.970.